Dataset: Forward reaction prediction with 1.9M reactions from USPTO patents (1976-2016). Task: Predict the product of the given reaction. (1) Given the reactants C(NCC)C.C(O)(C)(C)C.[Cl:11][C:12]1[CH:17]=[CH:16][C:15]([C:18](=[O:20])[CH3:19])=[CH:14][C:13]=1[N+:21]([O-:23])=[O:22].Br[CH2:25][C:26]([C:28]1[CH:33]=[CH:32][C:31]([Br:34])=[CH:30][CH:29]=1)=[O:27].S(=O)(=O)(O)O, predict the reaction product. The product is: [Br:34][C:31]1[CH:32]=[CH:33][C:28]([C:26](=[O:27])[CH2:25][CH2:19][C:18]([C:15]2[CH:16]=[CH:17][C:12]([Cl:11])=[C:13]([N+:21]([O-:23])=[O:22])[CH:14]=2)=[O:20])=[CH:29][CH:30]=1. (2) Given the reactants [C:1]1([CH3:7])[CH:6]=[CH:5][CH:4]=[CH:3][CH:2]=1.[CH3:8][S:9]([O:12][C@@H:13]([CH2:17][C:18]1[CH:23]=[CH:22][CH:21]=[CH:20][CH:19]=1)[C:14]([OH:16])=[O:15])(=[O:11])=[O:10], predict the reaction product. The product is: [CH3:8][S:9]([O:12][C@@H:13]([CH2:17][C:18]1[CH:23]=[CH:22][CH:21]=[CH:20][CH:19]=1)[C:14]([OH:16])=[O:15])(=[O:11])=[O:10].[OH:12][CH:13]([CH2:7][C:1]1[CH:6]=[CH:5][CH:4]=[CH:3][CH:2]=1)[C:14]([OH:16])=[O:15]. (3) Given the reactants [C:1]([CH:3]([CH:7]1[C:11]([Cl:12])=[C:10](Cl)C(=O)O1)[C:4]([NH2:6])=[O:5])#[N:2].[Cl:15][C:16]1[CH:17]=[C:18]([CH:21]=[CH:22][CH:23]=1)[CH2:19][NH2:20].C(N(CC)CC)C, predict the reaction product. The product is: [Cl:12][C:11]1[CH:7]=[C:3]([C:4]([NH2:6])=[O:5])[C:1](=[NH:2])[N:20]([CH2:19][C:18]2[CH:21]=[CH:22][CH:23]=[C:16]([Cl:15])[CH:17]=2)[CH:10]=1.